Dataset: Full USPTO retrosynthesis dataset with 1.9M reactions from patents (1976-2016). Task: Predict the reactants needed to synthesize the given product. (1) Given the product [CH2:1]([O:3][C:4]([C:6]1([NH:15][CH2:25][C:21]2[C:20]3[O:16][CH2:17][CH2:18][C:19]=3[CH:24]=[CH:23][CH:22]=2)[CH2:14][C:13]2[C:8](=[CH:9][CH:10]=[CH:11][CH:12]=2)[CH2:7]1)=[O:5])[CH3:2], predict the reactants needed to synthesize it. The reactants are: [CH2:1]([O:3][C:4]([C:6]1([NH2:15])[CH2:14][C:13]2[C:8](=[CH:9][CH:10]=[CH:11][CH:12]=2)[CH2:7]1)=[O:5])[CH3:2].[O:16]1[C:20]2[C:21]([CH:25]=O)=[CH:22][CH:23]=[CH:24][C:19]=2[CH2:18][CH2:17]1.C1([SiH3])C=CC=CC=1.C([Sn](Cl)(Cl)CCCC)CCC. (2) Given the product [NH2:38][C@@H:37]([CH2:36][C:35]1[CH:62]=[C:63]([F:65])[CH:64]=[C:33]([F:32])[CH:34]=1)[C@@H:41]([C@H:42]1[CH2:47][CH2:46][CH2:45][CH2:44][N:43]1[CH:48]([C:55]1[CH:56]=[CH:57][CH:58]=[CH:59][CH:60]=1)[C:49]1[CH:54]=[CH:53][CH:52]=[CH:51][CH:50]=1)[OH:40], predict the reactants needed to synthesize it. The reactants are: FC1C=C(C=C(F)C=1)C[C@H]1[C@@H]([C@H]2C[C@@H](OCC=C)CN2C(OC(C)(C)C)=O)OC(=O)N1.[F:32][C:33]1[CH:34]=[C:35]([CH:62]=[C:63]([F:65])[CH:64]=1)[CH2:36][C@H:37]1[C@@H:41]([C@H:42]2[CH2:47][CH2:46][CH2:45][CH2:44][N:43]2[CH:48]([C:55]2[CH:60]=[CH:59][CH:58]=[CH:57][CH:56]=2)[C:49]2[CH:54]=[CH:53][CH:52]=[CH:51][CH:50]=2)[O:40]C(=O)[NH:38]1.FC1C=C(C=C(F)C=1)C[C@@H]([C@@H]([C@H]1C[C@@H](OCC=C)CN1C(OC(C)(C)C)=O)O)C(O)=O.C(=O)([O-])[O-].[K+].[K+].BrC(C1C=CC=CC=1)C1C=CC=CC=1.